Dataset: Forward reaction prediction with 1.9M reactions from USPTO patents (1976-2016). Task: Predict the product of the given reaction. (1) Given the reactants [CH2:1]([O:3][C:4](=[O:26])[CH2:5][C:6]1[CH:11]=[CH:10][C:9]([O:12][CH3:13])=[C:8]([O:14][C:15]2[CH:20]=[CH:19][C:18]([N+:21]([O-:23])=[O:22])=[CH:17][C:16]=2[CH:24]=[O:25])[CH:7]=1)[CH3:2].[BH4-].[Na+], predict the reaction product. The product is: [CH2:1]([O:3][C:4](=[O:26])[CH2:5][C:6]1[CH:11]=[CH:10][C:9]([O:12][CH3:13])=[C:8]([O:14][C:15]2[CH:20]=[CH:19][C:18]([N+:21]([O-:23])=[O:22])=[CH:17][C:16]=2[CH2:24][OH:25])[CH:7]=1)[CH3:2]. (2) Given the reactants Br[C:2]1[CH:8]=[C:7]([C:9]([F:12])([F:11])[F:10])[C:6]([N+:13]([O-:15])=[O:14])=[CH:5][C:3]=1[NH2:4].CCN(CC)CC.[C:23]([Si:25]([CH3:28])([CH3:27])[CH3:26])#[CH:24], predict the reaction product. The product is: [N+:13]([C:6]1[C:7]([C:9]([F:12])([F:11])[F:10])=[CH:8][C:2]([C:24]#[C:23][Si:25]([CH3:28])([CH3:27])[CH3:26])=[C:3]([CH:5]=1)[NH2:4])([O-:15])=[O:14]. (3) Given the reactants Br[C:2]1[CH:35]=[CH:34][C:5]([CH2:6][C:7]2[N:8]([C:20]3[CH:25]=[CH:24][C:23]([N:26]4[S:30](=[O:32])(=[O:31])[NH:29][C:28](=[O:33])[CH2:27]4)=[CH:22][CH:21]=3)[CH:9]=[C:10]([C:12]3[CH:17]=[CH:16][C:15]([Cl:18])=[CH:14][C:13]=3[Cl:19])[N:11]=2)=[CH:4][CH:3]=1.[F:36][C:37]([F:48])([F:47])[C:38]1[CH:43]=[CH:42][C:41](B(O)O)=[CH:40][CH:39]=1, predict the reaction product. The product is: [Cl:19][C:13]1[CH:14]=[C:15]([Cl:18])[CH:16]=[CH:17][C:12]=1[C:10]1[N:11]=[C:7]([CH2:6][C:5]2[CH:34]=[CH:35][C:2]([C:41]3[CH:42]=[CH:43][C:38]([C:37]([F:48])([F:47])[F:36])=[CH:39][CH:40]=3)=[CH:3][CH:4]=2)[N:8]([C:20]2[CH:21]=[CH:22][C:23]([N:26]3[S:30](=[O:32])(=[O:31])[NH:29][C:28](=[O:33])[CH2:27]3)=[CH:24][CH:25]=2)[CH:9]=1. (4) Given the reactants [Cl:1][C:2]1[C:11]2[CH2:10][N:9]([C@H:12]([CH:16]([CH3:18])[CH3:17])[C:13](O)=[O:14])[C:8](=[O:19])[C:7]3=[CH:20][NH:21][C:5]([C:6]=23)=[N:4][CH:3]=1.[NH2:22][CH2:23][C:24]#[N:25].CN(C(ON1N=NC2C=CC=NC1=2)=[N+](C)C)C.F[P-](F)(F)(F)(F)F, predict the reaction product. The product is: [Cl:1][C:2]1[C:11]2[CH2:10][N:9]([C@H:12]([CH:16]([CH3:18])[CH3:17])[C:13]([NH:25][CH2:24][C:23]#[N:22])=[O:14])[C:8](=[O:19])[C:7]3=[CH:20][NH:21][C:5]([C:6]=23)=[N:4][CH:3]=1. (5) Given the reactants [F:1][C:2]1[CH:8]=[CH:7][C:5]([NH2:6])=[CH:4][C:3]=1[N+:9]([O-:11])=[O:10].N1C=CC=CC=1.[C:18](Cl)(=[O:25])[C:19]1[CH:24]=[CH:23][CH:22]=[CH:21][CH:20]=1, predict the reaction product. The product is: [F:1][C:2]1[CH:8]=[CH:7][C:5]([NH:6][C:18](=[O:25])[C:19]2[CH:24]=[CH:23][CH:22]=[CH:21][CH:20]=2)=[CH:4][C:3]=1[N+:9]([O-:11])=[O:10]. (6) Given the reactants [CH3:1][C:2]1[N:3]([C:7]2[CH:8]=[C:9]3[C:14](=[CH:15][C:16]=2[C:17]([F:20])([F:19])[F:18])[NH:13][C:12](=[O:21])[N:11]([NH:22][S:23]([CH3:26])(=[O:25])=[O:24])[C:10]3=[O:27])[CH:4]=[CH:5][N:6]=1.[C:28](Cl)(=[O:32])[CH2:29][CH2:30][CH3:31], predict the reaction product. The product is: [C:28]([N:22]([N:11]1[C:10](=[O:27])[C:9]2[C:14](=[CH:15][C:16]([C:17]([F:19])([F:20])[F:18])=[C:7]([N:3]3[CH:4]=[CH:5][N:6]=[C:2]3[CH3:1])[CH:8]=2)[NH:13][C:12]1=[O:21])[S:23]([CH3:26])(=[O:25])=[O:24])(=[O:32])[CH2:29][CH2:30][CH3:31]. (7) Given the reactants [CH3:1][C:2]1[CH:6]=[CH:5][N:4]([C:7]2[CH:8]=[C:9]([CH:11]=[C:12]([C:14]([F:17])([F:16])[F:15])[CH:13]=2)[NH2:10])[N:3]=1.[CH2:18]([O:20][C:21]1[CH:22]=[C:23]([C:37]2[CH:42]=[CH:41][C:40]([CH2:43][C:44](O)=[O:45])=[C:39]([F:47])[CH:38]=2)[CH:24]=[N:25][C:26]=1[O:27][CH2:28][C:29]1[CH:34]=[CH:33][C:32]([O:35][CH3:36])=[CH:31][CH:30]=1)[CH3:19].C(P1(=O)OP(CCC)(=O)OP(CCC)(=O)O1)CC.O, predict the reaction product. The product is: [CH2:18]([O:20][C:21]1[CH:22]=[C:23]([C:37]2[CH:42]=[CH:41][C:40]([CH2:43][C:44]([NH:10][C:9]3[CH:11]=[C:12]([C:14]([F:15])([F:17])[F:16])[CH:13]=[C:7]([N:4]4[CH:5]=[CH:6][C:2]([CH3:1])=[N:3]4)[CH:8]=3)=[O:45])=[C:39]([F:47])[CH:38]=2)[CH:24]=[N:25][C:26]=1[O:27][CH2:28][C:29]1[CH:30]=[CH:31][C:32]([O:35][CH3:36])=[CH:33][CH:34]=1)[CH3:19]. (8) Given the reactants CO.C(O)(=O)C.[Br:7][C:8]1[CH:17]=[CH:16][C:11]([C:12]([O:14][CH3:15])=[O:13])=[C:10]([N+:18]([O-])=O)[CH:9]=1.C(=O)([O-])O.[Na+], predict the reaction product. The product is: [NH2:18][C:10]1[CH:9]=[C:8]([Br:7])[CH:17]=[CH:16][C:11]=1[C:12]([O:14][CH3:15])=[O:13]. (9) Given the reactants C([NH:9][C:10](=[S:23])[NH:11][CH2:12][CH2:13][CH2:14][NH:15][C:16](=[O:22])[O:17][C:18]([CH3:21])([CH3:20])[CH3:19])(=O)C1C=CC=CC=1.[OH-].[Na+], predict the reaction product. The product is: [C:18]([O:17][C:16](=[O:22])[NH:15][CH2:14][CH2:13][CH2:12][NH:11][C:10]([NH2:9])=[S:23])([CH3:21])([CH3:19])[CH3:20]. (10) Given the reactants [NH2:1][C:2]1[S:6][C:5]([C:7]2[CH:12]=[CH:11][C:10]([Cl:13])=[CH:9][CH:8]=2)=[N:4][C:3]=1[CH3:14].[C:15]([O:19][C:20]([N:22]1[CH2:30][CH2:29][CH2:28][CH:24]([C:25](O)=[O:26])[CH2:23]1)=[O:21])([CH3:18])([CH3:17])[CH3:16], predict the reaction product. The product is: [C:15]([O:19][C:20]([N:22]1[CH2:30][CH2:29][CH2:28][CH:24]([C:25]([NH:1][C:2]2[S:6][C:5]([C:7]3[CH:12]=[CH:11][C:10]([Cl:13])=[CH:9][CH:8]=3)=[N:4][C:3]=2[CH3:14])=[O:26])[CH2:23]1)=[O:21])([CH3:18])([CH3:17])[CH3:16].